This data is from Forward reaction prediction with 1.9M reactions from USPTO patents (1976-2016). The task is: Predict the product of the given reaction. (1) Given the reactants [CH3:1][NH:2][C:3]1[CH:8]=[CH:7][N:6]=[CH:5][C:4]=1[N+:9]([O-])=O.O.O.[Cl:14][Sn]Cl.O, predict the reaction product. The product is: [Cl:14][C:5]1[C:4]([NH2:9])=[C:3]([NH:2][CH3:1])[CH:8]=[CH:7][N:6]=1. (2) Given the reactants [CH:1]1[CH:2]=[CH:3][C:4]2[NH:11][C:9](=[O:10])[CH:8]=[C:7]([CH2:12][CH:13]([NH:17][C:18]([C:20]3[CH:21]=[CH:22][C:23]([Cl:26])=[CH:24][CH:25]=3)=[O:19])[C:14]([OH:16])=[O:15])[C:5]=2[CH:6]=1.Br[CH2:28][CH2:29][CH2:30][CH2:31][CH2:32][CH3:33], predict the reaction product. The product is: [Cl:26][C:23]1[CH:24]=[CH:25][C:20]([C:18]([NH:17][CH:13]([CH2:12][C:7]2[C:5]3[C:4](=[CH:3][CH:2]=[CH:1][CH:6]=3)[NH:11][C:9](=[O:10])[CH:8]=2)[C:14]([O:16][CH2:28][CH2:29][CH2:30][CH2:31][CH2:32][CH3:33])=[O:15])=[O:19])=[CH:21][CH:22]=1. (3) Given the reactants [Br:1][C:2]1[CH:3]=[C:4]([C:15]([OH:17])=O)[C:5]2[C:6]([CH3:14])=[N:7][N:8]([CH:11]([CH3:13])[CH3:12])[C:9]=2[CH:10]=1.[NH2:18][CH2:19][C:20]1[C:21](=[O:30])[NH:22][C:23]([CH3:29])=[CH:24][C:25]=1[CH2:26][CH2:27][CH3:28], predict the reaction product. The product is: [Br:1][C:2]1[CH:3]=[C:4]([C:15]([NH:18][CH2:19][C:20]2[C:21](=[O:30])[NH:22][C:23]([CH3:29])=[CH:24][C:25]=2[CH2:26][CH2:27][CH3:28])=[O:17])[C:5]2[C:6]([CH3:14])=[N:7][N:8]([CH:11]([CH3:12])[CH3:13])[C:9]=2[CH:10]=1.